This data is from Forward reaction prediction with 1.9M reactions from USPTO patents (1976-2016). The task is: Predict the product of the given reaction. (1) Given the reactants [NH2:1][CH2:2][C@H:3]1[N:8]([C:9]([C:11]2[N:12]=[C:13]([CH3:23])[S:14][C:15]=2[C:16]2[CH:17]=[C:18]([CH3:22])[CH:19]=[CH:20][CH:21]=2)=[O:10])[CH2:7][C@@H:6]2[C@H:4]1[CH2:5]2.[O:24]1[CH:28]=[CH:27][CH:26]=[C:25]1[CH:29]=[CH:30][C:31](O)=[O:32], predict the reaction product. The product is: [O:24]1[CH:28]=[CH:27][CH:26]=[C:25]1[CH:29]=[CH:30][C:31]([NH:1][CH2:2][C@H:3]1[N:8]([C:9]([C:11]2[N:12]=[C:13]([CH3:23])[S:14][C:15]=2[C:16]2[CH:17]=[C:18]([CH3:22])[CH:19]=[CH:20][CH:21]=2)=[O:10])[CH2:7][C@@H:6]2[C@H:4]1[CH2:5]2)=[O:32]. (2) Given the reactants [CH3:1][C:2]1[CH:3]=[C:4]([O:15][C:16]2[C:25]3[C:20](=[CH:21][C:22]([OH:28])=[C:23]([O:26][CH3:27])[CH:24]=3)[N:19]=[CH:18][CH:17]=2)[C:5]([C:9]2[CH:10]=[N:11][CH:12]=[CH:13][CH:14]=2)=[N:6][C:7]=1[CH3:8].C(=O)([O-])[O-].[K+].[K+].Br[CH2:36][CH2:37][CH2:38][CH2:39][OH:40].O, predict the reaction product. The product is: [CH3:1][C:2]1[CH:3]=[C:4]([O:15][C:16]2[C:25]3[C:20](=[CH:21][C:22]([O:28][CH2:36][CH2:37][CH2:38][CH2:39][OH:40])=[C:23]([O:26][CH3:27])[CH:24]=3)[N:19]=[CH:18][CH:17]=2)[C:5]([C:9]2[CH:10]=[N:11][CH:12]=[CH:13][CH:14]=2)=[N:6][C:7]=1[CH3:8]. (3) Given the reactants [N:1]([CH:4]1[CH2:9][CH2:8][CH2:7][CH:6]([O:10][CH3:11])[CH:5]1[O:12][Si:13]([C:16]([CH3:19])([CH3:18])[CH3:17])([CH3:15])[CH3:14])=[N+]=[N-], predict the reaction product. The product is: [NH2:1][CH:4]1[CH2:9][CH2:8][CH2:7][CH:6]([O:10][CH3:11])[CH:5]1[O:12][Si:13]([C:16]([CH3:19])([CH3:18])[CH3:17])([CH3:15])[CH3:14]. (4) Given the reactants [C:1]1(C2C=CC=CC=2)[CH:6]=[CH:5][C:4]([CH2:7][N:8]([CH2:16][CH2:17][CH2:18][N:19]([CH2:29][C:30]2[CH:35]=[CH:34][C:33](C3C=CC=CC=3)=[CH:32][CH:31]=2)[C:20]([O:22][CH2:23][C:24]2[S:28][CH:27]=[N:26][CH:25]=2)=[O:21])C(=O)OC(C)(C)C)=[CH:3][CH:2]=1.[CH3:48][C:49]([CH3:53])([CH3:52])[CH:50]=O.CC(O)=O, predict the reaction product. The product is: [CH2:29]([N:19]([CH2:18][CH2:17][CH2:16][N:8]([CH2:7][C:4]1[CH:3]=[CH:2][CH:1]=[CH:6][CH:5]=1)[CH2:50][C:49]([CH3:53])([CH3:52])[CH3:48])[C:20](=[O:21])[O:22][CH2:23][C:24]1[S:28][CH:27]=[N:26][CH:25]=1)[C:30]1[CH:35]=[CH:34][CH:33]=[CH:32][CH:31]=1. (5) Given the reactants CN1CCN(C2C=CC(NC3C4N(N=CN=4)C(C4C=C(C(N)=O)SC=4)=CN=3)=CC=2)CC1.[Br:32][C:33]1[N:38]2[N:39]=[CH:40][N:41]=[C:37]2[C:36](Br)=[N:35][CH:34]=1.[F:43][C:44]1[CH:45]=[C:46]([NH2:56])[CH:47]=[CH:48][C:49]=1[N:50]1[CH2:55][CH2:54][O:53][CH2:52][CH2:51]1.CCN(C(C)C)C(C)C, predict the reaction product. The product is: [Br:32][C:33]1[N:38]2[N:39]=[CH:40][N:41]=[C:37]2[C:36]([NH:56][C:46]2[CH:47]=[CH:48][C:49]([N:50]3[CH2:51][CH2:52][O:53][CH2:54][CH2:55]3)=[C:44]([F:43])[CH:45]=2)=[N:35][CH:34]=1. (6) Given the reactants Br[C:2]1[CH:7]=[CH:6][C:5]([N+:8]([O-:10])=[O:9])=[C:4]([S:11]([CH:14]([CH3:16])[CH3:15])(=[O:13])=[O:12])[CH:3]=1.[CH3:17][PH:18](=[O:20])[CH3:19].P([O-])([O-])([O-])=O.[K+].[K+].[K+].CC1(C)C2C(=C(P(C3C=CC=CC=3)C3C=CC=CC=3)C=CC=2)OC2C(P(C3C=CC=CC=3)C3C=CC=CC=3)=CC=CC1=2, predict the reaction product. The product is: [CH3:17][P:18](=[O:20])([CH3:19])[C:2]1[CH:7]=[CH:6][C:5]([N+:8]([O-:10])=[O:9])=[C:4]([S:11]([CH:14]([CH3:16])[CH3:15])(=[O:13])=[O:12])[CH:3]=1.